From a dataset of Aqueous solubility values for 9,982 compounds from the AqSolDB database. Regression/Classification. Given a drug SMILES string, predict its absorption, distribution, metabolism, or excretion properties. Task type varies by dataset: regression for continuous measurements (e.g., permeability, clearance, half-life) or binary classification for categorical outcomes (e.g., BBB penetration, CYP inhibition). For this dataset (solubility_aqsoldb), we predict Y. The Y is 0.397 log mol/L. The compound is [Cd+2].[Cl-].[Cl-].